Task: Predict which catalyst facilitates the given reaction.. Dataset: Catalyst prediction with 721,799 reactions and 888 catalyst types from USPTO (1) Reactant: [Cl:1][C:2]1[CH:15]=[CH:14][CH:13]=[C:12]([Cl:16])[C:3]=1[CH:4]=[C:5]1[S:9]C(=S)N[C:6]1=[O:11].[OH-:17].[Na+].Cl. Product: [Cl:1][C:2]1[CH:15]=[CH:14][CH:13]=[C:12]([Cl:16])[C:3]=1/[CH:4]=[C:5](\[SH:9])/[C:6]([OH:17])=[O:11]. The catalyst class is: 6. (2) Reactant: C1(P(C2C=CC=CC=2)C2C=CC=CC=2)C=CC=CC=1.CC[O:22]C(/N=N/C(OCC)=O)=O.C([O:34][C:35](=[O:53])[C@@H:36]([O:51][CH3:52])[CH2:37][C:38]1[CH:43]=[CH:42][C:41]([C:44]#[C:45][CH2:46][CH2:47][CH2:48][CH2:49][OH:50])=[CH:40][CH:39]=1)C.[C:54]1([C:60]2[CH:65]=[CH:64][C:63](O)=[CH:62][CH:61]=2)[CH:59]=[CH:58][CH:57]=[CH:56][CH:55]=1. Product: [C:60]1([C:54]2[CH:55]=[CH:56][CH:57]=[CH:58][CH:59]=2)[CH:61]=[CH:62][C:63]([O:50][CH2:49][CH2:48][CH2:47][CH2:46][CH2:45][C:44]([C:41]2[CH:40]=[CH:39][C:38]([CH2:37][C@H:36]([O:51][CH3:52])[C:35]([OH:34])=[O:53])=[CH:43][CH:42]=2)=[O:22])=[CH:64][CH:65]=1. The catalyst class is: 1.